This data is from Retrosynthesis with 50K atom-mapped reactions and 10 reaction types from USPTO. The task is: Predict the reactants needed to synthesize the given product. Given the product Cc1cccc(-c2sc(C)nc2C(=O)N2C[C@@H]3CC(F)(F)C[C@@H]3[C@H]2CNC(=O)c2cccc3c2OCCO3)c1, predict the reactants needed to synthesize it. The reactants are: Cc1cccc(-c2sc(C)nc2C(=O)N2C[C@@H]3CC(F)(F)C[C@@H]3[C@H]2CN)c1.O=C(O)c1cccc2c1OCCO2.